From a dataset of Peptide-MHC class II binding affinity with 134,281 pairs from IEDB. Regression. Given a peptide amino acid sequence and an MHC pseudo amino acid sequence, predict their binding affinity value. This is MHC class II binding data. (1) The peptide sequence is YNHVVAANALLFLMS. The MHC is DRB1_0401 with pseudo-sequence DRB1_0401. The binding affinity (normalized) is 0.201. (2) The peptide sequence is LWEVKSAKPLTGPMN. The MHC is HLA-DPA10103-DPB10301 with pseudo-sequence HLA-DPA10103-DPB10301. The binding affinity (normalized) is 0.192. (3) The peptide sequence is ARANESATILMTATP. The MHC is DRB1_1301 with pseudo-sequence DRB1_1301. The binding affinity (normalized) is 0.450.